This data is from Forward reaction prediction with 1.9M reactions from USPTO patents (1976-2016). The task is: Predict the product of the given reaction. (1) Given the reactants [N+:1]([C:4]1[CH:5]=[C:6]([C:14]([O:16][CH3:17])=[O:15])[C:7]2[CH2:8][CH2:9][CH2:10][CH2:11][C:12]=2[CH:13]=1)([O-])=O, predict the reaction product. The product is: [NH2:1][C:4]1[CH:5]=[C:6]([C:14]([O:16][CH3:17])=[O:15])[C:7]2[CH2:8][CH2:9][CH2:10][CH2:11][C:12]=2[CH:13]=1. (2) The product is: [Cl:1][C:2]1[CH:3]=[CH:4][C:5]([O:17][CH2:18][C:19]2[CH:24]=[CH:23][CH:22]=[CH:21][CH:20]=2)=[C:6]([CH2:8][C:9]2[S:10][CH:11]=[C:12]([C:14]([NH2:25])=[O:15])[N:13]=2)[CH:7]=1. Given the reactants [Cl:1][C:2]1[CH:3]=[CH:4][C:5]([O:17][CH2:18][C:19]2[CH:24]=[CH:23][CH:22]=[CH:21][CH:20]=2)=[C:6]([CH2:8][C:9]2[S:10][CH:11]=[C:12]([C:14](O)=[O:15])[N:13]=2)[CH:7]=1.[N:25]1([O-])C2C=CC=CC=2N=N1.[NH4+].CN(C)CCCN=C=NCC.CN1CCOCC1, predict the reaction product. (3) Given the reactants [CH2:1]([O:3][C:4]([N:6]1[CH2:11][CH2:10][N:9](C(OCC2C=CC=CC=2)=O)[C@@H:8]([CH3:22])[CH2:7]1)=[O:5])[CH3:2], predict the reaction product. The product is: [CH2:1]([O:3][C:4]([N:6]1[CH2:11][CH2:10][NH:9][C@@H:8]([CH3:22])[CH2:7]1)=[O:5])[CH3:2]. (4) Given the reactants [C:1]([C:5]1[CH:6]=[CH:7][C:8]([OH:16])=[C:9]([C:11]([CH3:15])([CH3:14])[C:12]#[N:13])[CH:10]=1)([CH3:4])([CH3:3])[CH3:2].CCN(C(C)C)C(C)C.Cl[C:27]([O:29][CH3:30])=[O:28], predict the reaction product. The product is: [C:27](=[O:28])([O:29][CH3:30])[O:16][C:8]1[CH:7]=[CH:6][C:5]([C:1]([CH3:4])([CH3:2])[CH3:3])=[CH:10][C:9]=1[C:11]([C:12]#[N:13])([CH3:15])[CH3:14]. (5) Given the reactants [H-].[Na+].C([SiH2]OC(C)(C)C1NC(=O)CCC1)(C)(C)C.I[CH2:20][C:21]#[C:22][CH2:23][CH2:24][CH2:25][C:26]([O:28][CH3:29])=[O:27], predict the reaction product. The product is: [CH3:29][O:28][C:26](=[O:27])[CH2:25][CH2:24][CH2:23][C:22]#[C:21][CH3:20]. (6) Given the reactants [CH3:1][O:2][C:3](=[O:14])[CH2:4][C:5]1[CH:13]=[CH:12][C:8]([C:9]([OH:11])=[O:10])=[CH:7][CH:6]=1.[CH3:15][C:16](=[CH2:18])[CH3:17].S(=O)(=O)(O)O, predict the reaction product. The product is: [CH3:1][O:2][C:3](=[O:14])[CH2:4][C:5]1[CH:13]=[CH:12][C:8]([C:9]([O:11][C:16]([CH3:18])([CH3:17])[CH3:15])=[O:10])=[CH:7][CH:6]=1.